This data is from NCI-60 drug combinations with 297,098 pairs across 59 cell lines. The task is: Regression. Given two drug SMILES strings and cell line genomic features, predict the synergy score measuring deviation from expected non-interaction effect. (1) Drug 1: C1=CN(C(=O)N=C1N)C2C(C(C(O2)CO)O)O.Cl. Drug 2: CC(C)NC(=O)C1=CC=C(C=C1)CNNC.Cl. Cell line: SK-OV-3. Synergy scores: CSS=9.32, Synergy_ZIP=-5.61, Synergy_Bliss=-1.41, Synergy_Loewe=-15.7, Synergy_HSA=-2.59. (2) Drug 1: CC1C(C(=O)NC(C(=O)N2CCCC2C(=O)N(CC(=O)N(C(C(=O)O1)C(C)C)C)C)C(C)C)NC(=O)C3=C4C(=C(C=C3)C)OC5=C(C(=O)C(=C(C5=N4)C(=O)NC6C(OC(=O)C(N(C(=O)CN(C(=O)C7CCCN7C(=O)C(NC6=O)C(C)C)C)C)C(C)C)C)N)C. Drug 2: C1=CC=C(C=C1)NC(=O)CCCCCCC(=O)NO. Cell line: LOX IMVI. Synergy scores: CSS=4.46, Synergy_ZIP=-1.36, Synergy_Bliss=2.15, Synergy_Loewe=-2.69, Synergy_HSA=-1.64. (3) Drug 1: CCC1(CC2CC(C3=C(CCN(C2)C1)C4=CC=CC=C4N3)(C5=C(C=C6C(=C5)C78CCN9C7C(C=CC9)(C(C(C8N6C=O)(C(=O)OC)O)OC(=O)C)CC)OC)C(=O)OC)O.OS(=O)(=O)O. Drug 2: CC12CCC3C(C1CCC2O)C(CC4=C3C=CC(=C4)O)CCCCCCCCCS(=O)CCCC(C(F)(F)F)(F)F. Cell line: TK-10. Synergy scores: CSS=-0.0780, Synergy_ZIP=2.25, Synergy_Bliss=2.15, Synergy_Loewe=-1.62, Synergy_HSA=-1.82. (4) Drug 1: C1=CN(C=N1)CC(O)(P(=O)(O)O)P(=O)(O)O. Drug 2: C1C(C(OC1N2C=NC(=NC2=O)N)CO)O. Cell line: SK-MEL-5. Synergy scores: CSS=5.46, Synergy_ZIP=-0.747, Synergy_Bliss=0.246, Synergy_Loewe=-4.65, Synergy_HSA=-0.723.